This data is from Reaction yield outcomes from USPTO patents with 853,638 reactions. The task is: Predict the reaction yield, written as a fraction of the theoretical maximum amount of product (1.0 means a 100% yield; for example, 0.34 means a 34% yield). (1) The reactants are [CH:1]([N:4]1[C:8]([C:9]2[N:18]=[C:17]3[N:11]([CH2:12][CH2:13][O:14][C:15]4[CH:22]=[C:21](O)[N:20]=[CH:19][C:16]=43)[CH:10]=2)=[N:7][CH:6]=[N:5]1)([CH3:3])[CH3:2].C(OC([N:31]1[CH2:35][C@H:34]([C:36]#[N:37])[CH2:33][C@H:32]1[C:38](=[O:40])[NH2:39])=O)(C)(C)C.CO. The catalyst is C(Cl)Cl. The product is [C:36]([C@H:34]1[CH2:35][N:31]([C:21]2[N:20]=[CH:19][C:16]3[C:17]4[N:11]([CH:10]=[C:9]([C:8]5[N:4]([CH:1]([CH3:2])[CH3:3])[N:5]=[CH:6][N:7]=5)[N:18]=4)[CH2:12][CH2:13][O:14][C:15]=3[CH:22]=2)[C@H:32]([C:38]([NH2:39])=[O:40])[CH2:33]1)#[N:37]. The yield is 0.720. (2) The reactants are [C:1]([O-:4])([OH:3])=[O:2].[Na+].[CH2:6]([O:8][C:9]([C:11]1[S:15][C:14]([NH2:16])=[N:13][C:12]=1[CH3:17])=[O:10])[CH3:7].ClC(O[CH2:22][C:23]1[CH:28]=[CH:27][CH:26]=[CH:25][CH:24]=1)=O. The catalyst is C1COCC1.ClCCl.O. The product is [CH2:6]([O:8][C:9]([C:11]1[S:15][C:14]([NH:16][O:2][C:1]([O:4][CH2:22][C:23]2[CH:28]=[CH:27][CH:26]=[CH:25][CH:24]=2)=[O:3])=[N:13][C:12]=1[CH3:17])=[O:10])[CH3:7]. The yield is 0.480. (3) The reactants are [CH:1]1[C:10]2[C:5](=[CH:6][CH:7]=[CH:8][CH:9]=2)[CH:4]=[CH:3][C:2]=1B(O)O.[Br:14][C:15]1[CH:20]=[CH:19][C:18](I)=[CH:17][CH:16]=1.C(=O)([O-])[O-].[Na+].[Na+]. The catalyst is C1C=CC([P]([Pd]([P](C2C=CC=CC=2)(C2C=CC=CC=2)C2C=CC=CC=2)([P](C2C=CC=CC=2)(C2C=CC=CC=2)C2C=CC=CC=2)[P](C2C=CC=CC=2)(C2C=CC=CC=2)C2C=CC=CC=2)(C2C=CC=CC=2)C2C=CC=CC=2)=CC=1.C1(C)C=CC=CC=1. The product is [Br:14][C:15]1[CH:20]=[CH:19][C:18]([C:2]2[CH:3]=[CH:4][C:5]3[C:10](=[CH:9][CH:8]=[CH:7][CH:6]=3)[CH:1]=2)=[CH:17][CH:16]=1. The yield is 0.670. (4) The reactants are [NH2:1][C:2]1[N:7]=[CH:6][C:5]([C:8]#[C:9][C:10]2[S:11][CH:12]=[C:13]([C:15]([O:17]CC)=[O:16])[N:14]=2)=[CH:4][N:3]=1.[OH-].[Na+].CC(O)=O. The catalyst is O. The product is [NH2:1][C:2]1[N:3]=[CH:4][C:5]([C:8]#[C:9][C:10]2[S:11][CH:12]=[C:13]([C:15]([OH:17])=[O:16])[N:14]=2)=[CH:6][N:7]=1. The yield is 0.920.